Dataset: Reaction yield outcomes from USPTO patents with 853,638 reactions. Task: Predict the reaction yield, written as a fraction of the theoretical maximum amount of product (1.0 means a 100% yield; for example, 0.34 means a 34% yield). (1) The reactants are C([C:3]1[CH:4]=[C:5]2[C:9](=[CH:10][CH:11]=1)[NH:8][C:7]([C:12](=O)[C:13]([O:15]C)=O)=[CH:6]2)#N.[N:18]1([CH2:24][CH2:25][CH2:26][O:27][C:28]2[CH:29]=[CH:30][C:31]([N+:35]([O-])=O)=[C:32]([CH:34]=2)[NH2:33])[CH2:23][CH2:22][O:21][CH2:20][CH2:19]1. The catalyst is C(O)(=O)C.C(OCC)C.[Fe]. The product is [NH:8]1[C:9]2[C:5](=[CH:4][CH:3]=[CH:11][CH:10]=2)[CH:6]=[C:7]1[C:12]1[C:13](=[O:15])[NH:33][C:32]2[C:31]([N:35]=1)=[CH:30][CH:29]=[C:28]([O:27][CH2:26][CH2:25][CH2:24][N:18]1[CH2:19][CH2:20][O:21][CH2:22][CH2:23]1)[CH:34]=2. The yield is 0.170. (2) The reactants are O/[N:2]=[C:3](\[CH3:7])/[C:4](=O)[CH3:5].O.[C:9]([OH:12])(=O)[CH3:10]. The catalyst is [Zn]. The product is [CH3:7][C:3]1[NH:2][C:7]2[CH2:3][CH2:4][CH2:5][C:9](=[O:12])[C:10]=2[C:4]=1[CH3:5]. The yield is 0.560. (3) The reactants are [C:1]([C:5]1[CH:6]=[C:7]([N:17]([CH3:49])[C:18]([N:20]([CH2:30][C:31]2[CH:36]=[C:35]([F:37])[CH:34]=[CH:33][C:32]=2[O:38][C:39]2[CH:40]=[C:41]3[C:45](=[CH:46][CH:47]=2)[N:44]([CH3:48])[N:43]=[CH:42]3)CC2C=CC(OC)=CC=2)=[O:19])[N:8]([C:10]2[CH:15]=[CH:14][C:13]([CH3:16])=[CH:12][CH:11]=2)[N:9]=1)([CH3:4])([CH3:3])[CH3:2]. The catalyst is C1(OC)C=CC=CC=1.FC(F)(F)C(O)=O. The product is [C:1]([C:5]1[CH:6]=[C:7]([N:17]([CH3:49])[C:18]([NH:20][CH2:30][C:31]2[CH:36]=[C:35]([F:37])[CH:34]=[CH:33][C:32]=2[O:38][C:39]2[CH:40]=[C:41]3[C:45](=[CH:46][CH:47]=2)[N:44]([CH3:48])[N:43]=[CH:42]3)=[O:19])[N:8]([C:10]2[CH:11]=[CH:12][C:13]([CH3:16])=[CH:14][CH:15]=2)[N:9]=1)([CH3:4])([CH3:2])[CH3:3]. The yield is 0.990. (4) The reactants are [NH2:1][C:2]1[C:11]([NH2:12])=[C:10]2[C:5]([C:6](=[O:24])[CH:7]=[C:8]([C:13]3[CH:18]=[C:17]([F:19])[C:16]([N:20]([CH3:22])[CH3:21])=[C:15]([F:23])[CH:14]=3)[O:9]2)=[CH:4][CH:3]=1.C1N=CN([C:30](N2C=NC=C2)=[O:31])C=1. The catalyst is C1COCC1. The product is [CH3:22][N:20]([CH3:21])[C:16]1[C:15]([F:23])=[CH:14][C:13]([C:8]2[O:9][C:10]3[C:11]4[NH:12][C:30](=[O:31])[NH:1][C:2]=4[CH:3]=[CH:4][C:5]=3[C:6](=[O:24])[CH:7]=2)=[CH:18][C:17]=1[F:19]. The yield is 0.770.